This data is from Catalyst prediction with 721,799 reactions and 888 catalyst types from USPTO. The task is: Predict which catalyst facilitates the given reaction. (1) Reactant: [C:1]1([C:7]2[CH:12]=[CH:11][C:10]([OH:13])=[CH:9][CH:8]=2)[CH:6]=[CH:5][CH:4]=[CH:3][CH:2]=1.[N+]([C:17]1[CH:18]=[C:19]([C:25]#[N:26])[C:20](=[CH:23][CH:24]=1)[C:21]#[N:22])([O-])=O.C(=O)([O-])[O-].[K+].[K+]. Product: [C:1]1([C:7]2[CH:8]=[CH:9][C:10]([O:13][C:17]3[CH:18]=[C:19]([C:25]#[N:26])[C:20](=[CH:23][CH:24]=3)[C:21]#[N:22])=[CH:11][CH:12]=2)[CH:2]=[CH:3][CH:4]=[CH:5][CH:6]=1. The catalyst class is: 33. (2) Product: [Cl:42][C:43]1[CH:48]=[CH:47][CH:46]=[CH:45][C:44]=1[CH2:49][S:50]([O:1][C:2]1[CH:10]=[CH:9][C:8]([C:11]2[N:12]([C:27]([O:29][C:30]([CH3:31])([CH3:33])[CH3:32])=[O:28])[C:13]3[C:18]([CH:19]=2)=[CH:17][C:16]([CH2:20][N:21]2[CH2:26][CH2:25][CH2:24][CH2:23][CH2:22]2)=[CH:15][CH:14]=3)=[C:7]2[C:3]=1[CH2:4][NH:5][C:6]2=[O:34])(=[O:52])=[O:51]. Reactant: [OH:1][C:2]1[CH:10]=[CH:9][C:8]([C:11]2[N:12]([C:27]([O:29][C:30]([CH3:33])([CH3:32])[CH3:31])=[O:28])[C:13]3[C:18]([CH:19]=2)=[CH:17][C:16]([CH2:20][N:21]2[CH2:26][CH2:25][CH2:24][CH2:23][CH2:22]2)=[CH:15][CH:14]=3)=[C:7]2[C:3]=1[CH2:4][NH:5][C:6]2=[O:34].C(N(CC)CC)C.[Cl:42][C:43]1[CH:48]=[CH:47][CH:46]=[CH:45][C:44]=1[CH2:49][S:50](Cl)(=[O:52])=[O:51]. The catalyst class is: 10. (3) Product: [CH2:1]([O:3][C:4]1[CH:5]=[C:6]2[C:9](=[CH:10][CH:11]=1)[CH:8]([CH2:12][NH2:13])[CH2:7]2)[CH3:2]. The catalyst class is: 94. Reactant: [CH2:1]([O:3][C:4]1[CH:5]=[C:6]2[C:9](=[CH:10][CH:11]=1)[CH:8]([C:12]#[N:13])[CH2:7]2)[CH3:2]. (4) Reactant: [ClH:1].[CH3:2][N:3]([CH3:22])[C:4]1([C:16]2[CH:21]=[CH:20][CH:19]=[CH:18][CH:17]=2)[CH2:9][CH2:8][CH:7]([N:10]2[CH2:15][CH2:14][CH2:13][CH2:12][CH2:11]2)[CH2:6][CH2:5]1.C[Si](C)(C)[Cl:25]. Product: [ClH:25].[ClH:1].[CH3:2][N:3]([CH3:22])[C:4]1([C:16]2[CH:17]=[CH:18][CH:19]=[CH:20][CH:21]=2)[CH2:5][CH2:6][CH:7]([N:10]2[CH2:15][CH2:14][CH2:13][CH2:12][CH2:11]2)[CH2:8][CH2:9]1.[CH3:2][N:3]([CH3:22])[C:4]1([C:16]2[CH:17]=[CH:18][CH:19]=[CH:20][CH:21]=2)[CH2:5][CH2:6][CH:7]([N:10]2[CH2:15][CH2:14][CH2:13][CH2:12][CH2:11]2)[CH2:8][CH2:9]1. The catalyst class is: 573.